Dataset: Catalyst prediction with 721,799 reactions and 888 catalyst types from USPTO. Task: Predict which catalyst facilitates the given reaction. (1) Reactant: [F:1][C:2]([F:29])([CH:8](OS(C1C=CC(C)=CC=1)(=O)=O)[C:9]1[CH:14]=[CH:13][C:12]([N+:15]([O-])=O)=[CH:11][CH:10]=1)[C:3]([O:5][CH2:6][CH3:7])=[O:4].C(=O)([O-])O.[Na+]. Product: [NH2:15][C:12]1[CH:13]=[CH:14][C:9]([CH2:8][C:2]([F:1])([F:29])[C:3]([O:5][CH2:6][CH3:7])=[O:4])=[CH:10][CH:11]=1. The catalyst class is: 586. (2) Reactant: C[C:2]1(C)[O:6][C:5](=[CH:7][C:8]([N:10]([O:19][CH3:20])[CH2:11][C:12]2[CH:17]=[CH:16][C:15]([CH3:18])=[CH:14][CH:13]=2)=[O:9])[C:4](=[O:21])[O:3]1. Product: [CH3:2][O:3][C:4](=[O:21])[C:5]([OH:6])=[CH:7][C:8](=[O:9])[N:10]([O:19][CH3:20])[CH2:11][C:12]1[CH:17]=[CH:16][C:15]([CH3:18])=[CH:14][CH:13]=1. The catalyst class is: 5. (3) Reactant: [C:1](Cl)(=[O:3])[CH3:2].[NH2:5][CH2:6][CH2:7][NH:8][C:9]1[N:18]=[C:17]([N:19]([C:21]2[CH:26]=[CH:25][C:24]([O:27][CH3:28])=[C:23]([O:29][CH3:30])[CH:22]=2)[CH3:20])[C:16]2[C:11](=[CH:12][CH:13]=[CH:14][CH:15]=2)[N:10]=1.C(N(C(C)C)C(C)C)C. Product: [CH3:30][O:29][C:23]1[CH:22]=[C:21]([N:19]([CH3:20])[C:17]2[C:16]3[C:11](=[CH:12][CH:13]=[CH:14][CH:15]=3)[N:10]=[C:9]([NH:8][CH2:7][CH2:6][NH:5][C:1](=[O:3])[CH3:2])[N:18]=2)[CH:26]=[CH:25][C:24]=1[O:27][CH3:28]. The catalyst class is: 2. (4) Reactant: [Cl:1][C:2]1[CH:7]=[CH:6][C:5]([C:8]2[N:9]([CH:16]3[CH2:18][CH2:17]3)[C:10](=[O:15])[N:11]([CH2:13]O)[N:12]=2)=[CH:4][CH:3]=1.CN(C=O)C.S(Cl)([Cl:26])=O.C(=O)(O)[O-].[Na+]. Product: [Cl:26][CH2:13][N:11]1[C:10](=[O:15])[N:9]([CH:16]2[CH2:18][CH2:17]2)[C:8]([C:5]2[CH:6]=[CH:7][C:2]([Cl:1])=[CH:3][CH:4]=2)=[N:12]1. The catalyst class is: 4. (5) Reactant: [Cl:1][C:2]1[CH:3]=[C:4]([C:12]2[N:16]=[C:15]([C:17]3[CH:22]=[CH:21][C:20]([C:23]([NH:26][CH2:27][CH2:28][C:29]([OH:31])=[O:30])([CH3:25])[CH3:24])=[CH:19][CH:18]=3)[O:14][N:13]=2)[CH:5]=[CH:6][C:7]=1[O:8][CH:9]([CH3:11])[CH3:10]. Product: [CH3:2][CH:7]([OH:8])[CH3:6].[Cl:1][C:2]1[CH:3]=[C:4]([C:12]2[N:16]=[C:15]([C:17]3[CH:22]=[CH:21][C:20]([C:23]([NH:26][CH2:27][CH2:28][C:29]([OH:31])=[O:30])([CH3:25])[CH3:24])=[CH:19][CH:18]=3)[O:14][N:13]=2)[CH:5]=[CH:6][C:7]=1[O:8][CH:9]([CH3:11])[CH3:10]. The catalyst class is: 41.